From a dataset of Catalyst prediction with 721,799 reactions and 888 catalyst types from USPTO. Predict which catalyst facilitates the given reaction. (1) Reactant: [CH3:1][C:2]([CH2:6][CH2:7][CH:8]=[C:9]([CH3:16])[CH2:10][CH2:11][CH:12]=[C:13]([CH3:15])[CH3:14])=[CH:3][CH:4]=O.[CH2:17]([SH:21])[CH2:18][CH2:19][SH:20].II. Product: [CH3:1][C:2]([CH2:6][CH2:7][CH:8]=[C:9]([CH3:16])[CH2:10][CH2:11][CH:12]=[C:13]([CH3:15])[CH3:14])=[CH:3][CH:4]1[S:21][CH2:17][CH2:18][CH2:19][S:20]1. The catalyst class is: 22. (2) Reactant: C(OC([N:11]1[CH2:16][CH2:15][CH:14](/[CH:17]=[CH:18]/[C:19]2[CH:24]=[CH:23][CH:22]=[CH:21][C:20]=2[O:25][CH2:26][CH:27]2[CH2:32][CH2:31][CH2:30][CH2:29][CH2:28]2)[CH2:13][CH2:12]1)=O)C1C=CC=CC=1. Product: [CH:27]1([CH2:26][O:25][C:20]2[CH:21]=[CH:22][CH:23]=[CH:24][C:19]=2[CH2:18][CH2:17][CH:14]2[CH2:15][CH2:16][NH:11][CH2:12][CH2:13]2)[CH2:28][CH2:29][CH2:30][CH2:31][CH2:32]1. The catalyst class is: 178. (3) Reactant: [OH:1][C@@H:2]1[CH2:6][CH2:5][CH2:4][C@H:3]1[O:7][C:8]([NH:10][CH2:11][C:12]1([CH2:18][C:19]([OH:21])=[O:20])[CH2:17][CH2:16][CH2:15][CH2:14][CH2:13]1)=[O:9].C1(N=C=NC2CCCCC2)CCCCC1.[CH2:37](O)[C:38]1[CH:43]=[CH:42][CH:41]=[CH:40][CH:39]=1. Product: [OH:1][C@@H:2]1[CH2:6][CH2:5][CH2:4][C@H:3]1[O:7][C:8]([NH:10][CH2:11][C:12]1([CH2:18][C:19]([O:21][CH2:37][C:38]2[CH:43]=[CH:42][CH:41]=[CH:40][CH:39]=2)=[O:20])[CH2:17][CH2:16][CH2:15][CH2:14][CH2:13]1)=[O:9]. The catalyst class is: 166. (4) Reactant: C[N:2](/[CH:4]=[CH:5]/[C:6]([C:8]1[N:13]=[CH:12][CH:11]=[CH:10][CH:9]=1)=O)C.[NH2:14]N. The catalyst class is: 8. Product: [NH:2]1[CH:4]=[CH:5][C:6]([C:8]2[CH:9]=[CH:10][CH:11]=[CH:12][N:13]=2)=[N:14]1. (5) Reactant: [NH:1]1[CH:5]=[C:4]([NH:6][C:7]2[N:12]=[CH:11][C:10]([CH2:13][CH2:14][C:15]3[CH:16]=[C:17]([CH:22]=[C:23]([O:26][CH3:27])[C:24]=3[F:25])[C:18]([NH:20][CH3:21])=[O:19])=[CH:9][N:8]=2)[CH:3]=[N:2]1.Br[CH2:29][CH:30]1[CH2:32][CH2:31]1.C([O-])([O-])=O.[Cs+].[Cs+]. Product: [CH:30]1([CH2:29][N:1]2[CH:5]=[C:4]([NH:6][C:7]3[N:8]=[CH:9][C:10]([CH2:13][CH2:14][C:15]4[CH:16]=[C:17]([CH:22]=[C:23]([O:26][CH3:27])[C:24]=4[F:25])[C:18]([NH:20][CH3:21])=[O:19])=[CH:11][N:12]=3)[CH:3]=[N:2]2)[CH2:32][CH2:31]1. The catalyst class is: 3. (6) Reactant: [Cl:1][C:2]1[C:7]([O:8][CH3:9])=[CH:6][C:5]([O:10][CH3:11])=[C:4]([Cl:12])[C:3]=1[C:13]1[CH:14]=[C:15]2[C:20](=[CH:21][CH:22]=1)[N:19]=[C:18]([NH:23][C@@H:24]1[CH2:29][CH2:28][CH2:27][CH2:26][C@@H:25]1[NH2:30])[N:17]=[CH:16]2.CCN(C(C)C)C(C)C.[C:40](Cl)(=[O:43])[CH:41]=[CH2:42]. Product: [Cl:12][C:4]1[C:5]([O:10][CH3:11])=[CH:6][C:7]([O:8][CH3:9])=[C:2]([Cl:1])[C:3]=1[C:13]1[CH:14]=[C:15]2[C:20](=[CH:21][CH:22]=1)[N:19]=[C:18]([NH:23][C@H:24]1[CH2:29][CH2:28][CH2:27][CH2:26][C@@H:25]1[NH:30][C:40](=[O:43])[CH:41]=[CH2:42])[N:17]=[CH:16]2. The catalyst class is: 4.